Task: Predict the reactants needed to synthesize the given product.. Dataset: Full USPTO retrosynthesis dataset with 1.9M reactions from patents (1976-2016) (1) Given the product [OH:1][C:2]1[CH:11]=[C:10]([O:12][CH2:22][O:23][CH3:24])[C:9]([CH:13]([CH3:15])[CH3:14])=[CH:8][C:3]=1[C:4]([O:6][CH3:7])=[O:5], predict the reactants needed to synthesize it. The reactants are: [OH:1][C:2]1[CH:11]=[C:10]([OH:12])[C:9]([CH:13]([CH3:15])[CH3:14])=[CH:8][C:3]=1[C:4]([O:6][CH3:7])=[O:5].C(=O)([O-])[O-].[K+].[K+].[CH3:22][O:23][CH2:24]Cl. (2) Given the product [CH3:1][O:2][C:3]1[C:12]2[C:7](=[CH:8][CH:9]=[CH:10][CH:11]=2)[C:6]([C:17]2[C:25]3[C:20](=[CH:21][C:22]([S:26]([NH:29][C:30]4[S:34][N:33]=[CH:32][N:31]=4)(=[O:27])=[O:28])=[CH:23][CH:24]=3)[N:19]([CH3:46])[CH:18]=2)=[CH:5][CH:4]=1, predict the reactants needed to synthesize it. The reactants are: [CH3:1][O:2][C:3]1[C:12]2[C:7](=[CH:8][CH:9]=[CH:10][CH:11]=2)[C:6](B(O)O)=[CH:5][CH:4]=1.Br[C:17]1[C:25]2[C:20](=[CH:21][C:22]([S:26]([N:29](CC3C=CC(OC)=CC=3OC)[C:30]3[S:34][N:33]=[CH:32][N:31]=3)(=[O:28])=[O:27])=[CH:23][CH:24]=2)[N:19]([CH3:46])[CH:18]=1.